From a dataset of CYP3A4 inhibition data for predicting drug metabolism from PubChem BioAssay. Regression/Classification. Given a drug SMILES string, predict its absorption, distribution, metabolism, or excretion properties. Task type varies by dataset: regression for continuous measurements (e.g., permeability, clearance, half-life) or binary classification for categorical outcomes (e.g., BBB penetration, CYP inhibition). Dataset: cyp3a4_veith. (1) The molecule is CN(C)c1ncc2nc(-c3cccs3)c(=O)n(C[C@H]3CCCO3)c2n1. The result is 1 (inhibitor). (2) The molecule is O=[N+]([O-])c1ccc(C2=Nn3c(nnc3-c3ccc(Cl)cc3)SC2)o1. The result is 0 (non-inhibitor). (3) The molecule is O=C1OC2CC3CC1CC(O)(C3)C2. The result is 0 (non-inhibitor). (4) The drug is O=S(=O)(NC1CCN(Cc2ccccc2)CC1)c1cccc2cccnc12. The result is 1 (inhibitor).